Dataset: Peptide-MHC class II binding affinity with 134,281 pairs from IEDB. Task: Regression. Given a peptide amino acid sequence and an MHC pseudo amino acid sequence, predict their binding affinity value. This is MHC class II binding data. (1) The peptide sequence is THHYFVDLIGGAMLSL. The MHC is DRB5_0101 with pseudo-sequence DRB5_0101. The binding affinity (normalized) is 0.388. (2) The peptide sequence is PPFSRVVHLYRNGKD. The MHC is DRB1_0404 with pseudo-sequence DRB1_0404. The binding affinity (normalized) is 0.317. (3) The peptide sequence is RVSPGNGWMIKETAC. The MHC is HLA-DQA10303-DQB10402 with pseudo-sequence HLA-DQA10303-DQB10402. The binding affinity (normalized) is 0.466.